Predict the reactants needed to synthesize the given product. From a dataset of Full USPTO retrosynthesis dataset with 1.9M reactions from patents (1976-2016). (1) Given the product [F:39][C:33]1[C:34]([F:38])=[CH:35][CH:36]=[CH:37][C:32]=1[C:30]1[N:31]=[C:26]2[CH:25]=[N:24][N:23]([CH2:22][C:19]3[CH:20]=[N:21][C:16]([C:8]4[CH:9]=[CH:10][C:5]([O:4][CH2:1][CH2:2][CH3:3])=[CH:6][C:7]=4[CH3:14])=[CH:17][CH:18]=3)[CH:28]=[C:27]2[N:29]=1, predict the reactants needed to synthesize it. The reactants are: [CH2:1]([O:4][C:5]1[CH:10]=[CH:9][C:8](B(O)O)=[C:7]([CH3:14])[CH:6]=1)[CH2:2][CH3:3].Cl[C:16]1[N:21]=[CH:20][C:19]([CH2:22][N:23]2[CH:28]=[C:27]3[N:29]=[C:30]([C:32]4[CH:37]=[CH:36][CH:35]=[C:34]([F:38])[C:33]=4[F:39])[N:31]=[C:26]3[CH:25]=[N:24]2)=[CH:18][CH:17]=1. (2) Given the product [CH3:1][O:2][C:3]([C:5]1[C:13]2[N:12]=[C:11]([C:14](=[O:29])[NH:15][C:16]3[CH:17]=[CH:18][C:19]([N:22]4[CH2:27][CH2:26][O:25][CH2:24][C:23]4=[O:28])=[CH:20][CH:21]=3)[N:10]([CH2:37][C:38](=[O:39])[NH:40][C:41]3[CH:46]=[CH:45][C:44]([Cl:47])=[CH:43][N:42]=3)[C:9]=2[CH:8]=[CH:7][CH:6]=1)=[O:4], predict the reactants needed to synthesize it. The reactants are: [CH3:1][O:2][C:3]([C:5]1[C:13]2[N:12]=[C:11]([C:14](=[O:29])[NH:15][C:16]3[CH:21]=[CH:20][C:19]([N:22]4[CH2:27][CH2:26][O:25][CH2:24][C:23]4=[O:28])=[CH:18][CH:17]=3)[NH:10][C:9]=2[CH:8]=[CH:7][CH:6]=1)=[O:4].C([O-])([O-])=O.[K+].[K+].Br[CH2:37][C:38]([NH:40][C:41]1[CH:46]=[CH:45][C:44]([Cl:47])=[CH:43][N:42]=1)=[O:39].